From a dataset of Forward reaction prediction with 1.9M reactions from USPTO patents (1976-2016). Predict the product of the given reaction. Given the reactants [H-].[Na+].[C:3]([O:7][C:8]([N:10]1[CH2:14][CH2:13][C@H:12]([OH:15])[CH2:11]1)=[O:9])([CH3:6])([CH3:5])[CH3:4].[Br:16][C:17]1[CH:24]=[CH:23][CH:22]=[CH:21][C:18]=1[CH2:19]Br, predict the reaction product. The product is: [C:3]([O:7][C:8]([N:10]1[CH2:14][CH2:13][C@H:12]([O:15][CH2:19][C:18]2[CH:21]=[CH:22][CH:23]=[CH:24][C:17]=2[Br:16])[CH2:11]1)=[O:9])([CH3:6])([CH3:4])[CH3:5].